Dataset: Forward reaction prediction with 1.9M reactions from USPTO patents (1976-2016). Task: Predict the product of the given reaction. (1) Given the reactants [F:1][C:2]1[CH:7]=[CH:6][C:5]([N:8]2[C:12]3[CH:13]=[C:14]4[C@:19]([CH2:21][OH:22])([CH2:20][C:11]=3[CH:10]=[N:9]2)[CH2:18][N:17]([S:23]([C:26]2[CH:27]=[N:28][C:29]([N:32]3[CH2:37][CH2:36][O:35][CH2:34][CH2:33]3)=[CH:30][CH:31]=2)(=[O:25])=[O:24])[CH2:16][CH2:15]4)=[CH:4][CH:3]=1.[CH:38]1([CH2:41]Br)[CH2:40][CH2:39]1, predict the reaction product. The product is: [CH:38]1([CH2:41][O:22][CH2:21][C@@:19]23[CH2:18][N:17]([S:23]([C:26]4[CH:27]=[N:28][C:29]([N:32]5[CH2:37][CH2:36][O:35][CH2:34][CH2:33]5)=[CH:30][CH:31]=4)(=[O:24])=[O:25])[CH2:16][CH2:15][C:14]2=[CH:13][C:12]2[N:8]([C:5]4[CH:6]=[CH:7][C:2]([F:1])=[CH:3][CH:4]=4)[N:9]=[CH:10][C:11]=2[CH2:20]3)[CH2:40][CH2:39]1. (2) Given the reactants [OH:1][C:2]1[CH:3]=[C:4]2[C:9](=[CH:10][CH:11]=1)[CH:8]=[C:7]([C:12]([OH:14])=[O:13])[CH:6]=[CH:5]2.[OH-].[Na+].[C:17](Cl)(=[O:20])[CH:18]=[CH2:19].Cl, predict the reaction product. The product is: [C:17]([O:1][C:2]1[CH:3]=[C:4]2[C:9](=[CH:10][CH:11]=1)[CH:8]=[C:7]([C:12]([OH:14])=[O:13])[CH:6]=[CH:5]2)(=[O:20])[CH:18]=[CH2:19]. (3) Given the reactants [NH2:1][C:2]1[CH:3]=[C:4]([NH:15][S:16]([C:19]2[CH:24]=[CH:23][CH:22]=[CH:21][CH:20]=2)(=[O:18])=[O:17])[CH:5]=[CH:6][C:7]=1[NH:8][CH2:9][CH:10]1[CH2:14][CH2:13][CH2:12][O:11]1.C(Cl)Cl.[C:28](Cl)(=O)[C:29]([CH3:32])([CH3:31])[CH3:30], predict the reaction product. The product is: [CH3:28][C:29]([C:32]1[N:8]([CH2:9][CH:10]2[CH2:14][CH2:13][CH2:12][O:11]2)[C:7]2[CH:6]=[CH:5][C:4]([NH:15][S:16]([C:19]3[CH:24]=[CH:23][CH:22]=[CH:21][CH:20]=3)(=[O:18])=[O:17])=[CH:3][C:2]=2[N:1]=1)([CH3:31])[CH3:30]. (4) Given the reactants [OH:1]OS([O-])=O.[K+].[Br:7][C:8]1[C:9]([C:16]2[S:17][C:18]3[CH:19]=[N:20][CH:21]=[CH:22][C:23]=3[N:24]=2)=[N:10][C:11]([S:14][CH3:15])=[N:12][CH:13]=1.[OH2:25], predict the reaction product. The product is: [Br:7][C:8]1[C:9]([C:16]2[S:17][C:18]3[CH:19]=[N:20][CH:21]=[CH:22][C:23]=3[N:24]=2)=[N:10][C:11]([S:14]([CH3:15])(=[O:1])=[O:25])=[N:12][CH:13]=1.